Dataset: Forward reaction prediction with 1.9M reactions from USPTO patents (1976-2016). Task: Predict the product of the given reaction. (1) Given the reactants [NH2:1][C:2]1[N:7]=[C:6]([C:8]([NH:10][CH:11]([C:13]2[CH:14]=[N:15][C:16]([O:20][CH2:21][C:22]([F:25])([F:24])[F:23])=[C:17]([CH3:19])[CH:18]=2)[CH3:12])=[O:9])[CH:5]=[C:4]([CH3:26])[N:3]=1.[CH:27]1([C:31](Cl)=[O:32])[CH2:30][CH2:29][CH2:28]1, predict the reaction product. The product is: [CH:27]1([C:31]([NH:1][C:2]2[N:7]=[C:6]([C:8]([NH:10][CH:11]([C:13]3[CH:14]=[N:15][C:16]([O:20][CH2:21][C:22]([F:24])([F:25])[F:23])=[C:17]([CH3:19])[CH:18]=3)[CH3:12])=[O:9])[CH:5]=[C:4]([CH3:26])[N:3]=2)=[O:32])[CH2:30][CH2:29][CH2:28]1. (2) Given the reactants [NH2:1][C:2]1[C:7]([C:8]([OH:10])=O)=[CH:6][N:5]=[C:4]([C:11]2[C:19]3[C:14](=[N:15][CH:16]=[CH:17][CH:18]=3)[N:13]([CH2:20][C:21]3[CH:26]=[CH:25][CH:24]=[CH:23][C:22]=3[F:27])[N:12]=2)[N:3]=1.O[N:29]1C2C=CC=CC=2N=N1.Cl.CN(C)CCCN=C=NCC.[OH-].[NH4+], predict the reaction product. The product is: [NH2:1][C:2]1[C:7]([C:8]([NH2:29])=[O:10])=[CH:6][N:5]=[C:4]([C:11]2[C:19]3[C:14](=[N:15][CH:16]=[CH:17][CH:18]=3)[N:13]([CH2:20][C:21]3[CH:26]=[CH:25][CH:24]=[CH:23][C:22]=3[F:27])[N:12]=2)[N:3]=1. (3) The product is: [C:2]([CH2:4][NH:5][C:6]([C@@H:8]1[CH2:12][C@@H:11]([S:13]([C:16]2[CH:21]=[CH:20][CH:19]=[CH:18][C:17]=2[Cl:22])(=[O:14])=[O:15])[CH2:10][N:9]1[C:26](=[O:27])[CH2:25][O:24][CH3:23])=[O:7])#[N:3]. Given the reactants Cl.[C:2]([CH2:4][NH:5][C:6]([C@@H:8]1[CH2:12][C@@H:11]([S:13]([C:16]2[CH:21]=[CH:20][CH:19]=[CH:18][C:17]=2[Cl:22])(=[O:15])=[O:14])[CH2:10][NH:9]1)=[O:7])#[N:3].[CH3:23][O:24][CH2:25][C:26](O)=[O:27], predict the reaction product. (4) The product is: [N+:17]([C:12]1[CH:13]=[C:14]2[C:9](=[CH:10][CH:11]=1)[O:8][C@@H:7]([CH2:5][NH:4][CH2:3][C@@H:2]([C:20]1[CH:21]=[N:22][CH:23]=[CH:24][CH:25]=1)[OH:1])[CH2:16][CH2:15]2)([O-:19])=[O:18]. Given the reactants [OH:1][C@H:2]([C:20]1[CH:21]=[N:22][CH:23]=[CH:24][CH:25]=1)[CH2:3][NH:4][C:5]([C@H:7]1[CH2:16][CH2:15][C:14]2[C:9](=[CH:10][CH:11]=[C:12]([N+:17]([O-:19])=[O:18])[CH:13]=2)[O:8]1)=O.CO.Cl.[OH-].[Na+], predict the reaction product. (5) Given the reactants [H-].[Na+].[NH:3]1[C:11]2[C:6](=[CH:7][CH:8]=[CH:9][CH:10]=2)[CH2:5][C:4]1=[O:12].[CH3:13][O:14][C:15]1[CH:20]=[CH:19][C:18]([C:21]([C:23]2[CH:28]=[CH:27][C:26]([O:29][CH3:30])=[CH:25][CH:24]=2)=O)=[CH:17][CH:16]=1.O, predict the reaction product. The product is: [CH3:30][O:29][C:26]1[CH:25]=[CH:24][C:23]([C:21]([C:18]2[CH:19]=[CH:20][C:15]([O:14][CH3:13])=[CH:16][CH:17]=2)=[C:5]2[C:6]3[C:11](=[CH:10][CH:9]=[CH:8][CH:7]=3)[NH:3][C:4]2=[O:12])=[CH:28][CH:27]=1. (6) Given the reactants Br[C:2]1[CH:3]=[CH:4][C:5]([C:8]([NH:10][C:11]2[CH:25]=[CH:24][C:14]3[CH2:15][CH2:16][N:17]([CH:20]4[CH2:23][CH2:22][CH2:21]4)[CH2:18][CH2:19][C:13]=3[CH:12]=2)=[O:9])=[N:6][CH:7]=1.[NH:26]1[CH:30]=[CH:29][CH:28]=[N:27]1.C(=O)([O-])[O-].[Na+].[Na+].CN1CCCC1, predict the reaction product. The product is: [CH:20]1([N:17]2[CH2:16][CH2:15][C:14]3[CH:24]=[CH:25][C:11]([NH:10][C:8]([C:5]4[CH:4]=[CH:3][C:2]([N:26]5[CH:30]=[CH:29][CH:28]=[N:27]5)=[CH:7][N:6]=4)=[O:9])=[CH:12][C:13]=3[CH2:19][CH2:18]2)[CH2:23][CH2:22][CH2:21]1.